Dataset: NCI-60 drug combinations with 297,098 pairs across 59 cell lines. Task: Regression. Given two drug SMILES strings and cell line genomic features, predict the synergy score measuring deviation from expected non-interaction effect. (1) Drug 1: CC12CCC3C(C1CCC2=O)CC(=C)C4=CC(=O)C=CC34C. Drug 2: C1C(C(OC1N2C=C(C(=O)NC2=O)F)CO)O. Cell line: HOP-62. Synergy scores: CSS=71.9, Synergy_ZIP=6.08, Synergy_Bliss=5.29, Synergy_Loewe=7.87, Synergy_HSA=8.63. (2) Drug 1: C1CC(C1)(C(=O)O)C(=O)O.[NH2-].[NH2-].[Pt+2]. Drug 2: C1CN1C2=NC(=NC(=N2)N3CC3)N4CC4. Cell line: SK-OV-3. Synergy scores: CSS=22.0, Synergy_ZIP=5.32, Synergy_Bliss=6.55, Synergy_Loewe=-18.8, Synergy_HSA=4.73. (3) Drug 1: CC12CCC3C(C1CCC2O)C(CC4=C3C=CC(=C4)O)CCCCCCCCCS(=O)CCCC(C(F)(F)F)(F)F. Drug 2: N.N.Cl[Pt+2]Cl. Cell line: OVCAR-8. Synergy scores: CSS=22.0, Synergy_ZIP=-12.8, Synergy_Bliss=-6.37, Synergy_Loewe=-8.48, Synergy_HSA=-3.63. (4) Drug 1: C1C(C(OC1N2C=C(C(=O)NC2=O)F)CO)O. Drug 2: CC1=C2C(C(=O)C3(C(CC4C(C3C(C(C2(C)C)(CC1OC(=O)C(C(C5=CC=CC=C5)NC(=O)OC(C)(C)C)O)O)OC(=O)C6=CC=CC=C6)(CO4)OC(=O)C)O)C)O. Cell line: UO-31. Synergy scores: CSS=23.2, Synergy_ZIP=-0.292, Synergy_Bliss=0.162, Synergy_Loewe=-10.1, Synergy_HSA=-0.859. (5) Drug 1: CN1CCC(CC1)COC2=C(C=C3C(=C2)N=CN=C3NC4=C(C=C(C=C4)Br)F)OC. Drug 2: C1=CN(C(=O)N=C1N)C2C(C(C(O2)CO)O)O.Cl. Cell line: MOLT-4. Synergy scores: CSS=71.1, Synergy_ZIP=0.641, Synergy_Bliss=0.138, Synergy_Loewe=-21.2, Synergy_HSA=1.54. (6) Drug 1: C1=NC2=C(N1)C(=S)N=CN2. Drug 2: CC1CCCC2(C(O2)CC(NC(=O)CC(C(C(=O)C(C1O)C)(C)C)O)C(=CC3=CSC(=N3)C)C)C. Cell line: NCI-H322M. Synergy scores: CSS=50.4, Synergy_ZIP=-2.21, Synergy_Bliss=-1.96, Synergy_Loewe=0.633, Synergy_HSA=2.88. (7) Drug 1: C1CCC(C1)C(CC#N)N2C=C(C=N2)C3=C4C=CNC4=NC=N3. Drug 2: C1C(C(OC1N2C=C(C(=O)NC2=O)F)CO)O. Cell line: HL-60(TB). Synergy scores: CSS=60.0, Synergy_ZIP=15.3, Synergy_Bliss=9.18, Synergy_Loewe=-42.9, Synergy_HSA=2.48. (8) Drug 1: C1CCC(C1)C(CC#N)N2C=C(C=N2)C3=C4C=CNC4=NC=N3. Drug 2: C1CN(CCN1C(=O)CCBr)C(=O)CCBr. Cell line: SN12C. Synergy scores: CSS=15.4, Synergy_ZIP=-7.78, Synergy_Bliss=-2.66, Synergy_Loewe=-1.69, Synergy_HSA=-1.00.